Dataset: Forward reaction prediction with 1.9M reactions from USPTO patents (1976-2016). Task: Predict the product of the given reaction. (1) The product is: [C:1]([O:5][C:6](=[O:7])[NH:8][C:9]1[CH:14]=[CH:13][C:12]([S:15][C:16]2[CH:24]=[CH:23][C:19]([C:20](=[O:21])[NH:47][C@@H:40]([C:41]3[CH:46]=[CH:45][CH:44]=[CH:43][CH:42]=3)[CH3:39])=[CH:18][C:17]=2[NH:25][C:26]2[C:27]3[CH:35]=[CH:34][C:33]([CH:36]([CH3:37])[CH3:38])=[N:32][C:28]=3[N:29]=[CH:30][N:31]=2)=[CH:11][CH:10]=1)([CH3:3])([CH3:4])[CH3:2]. Given the reactants [C:1]([O:5][C:6]([NH:8][C:9]1[CH:14]=[CH:13][C:12]([S:15][C:16]2[CH:24]=[CH:23][C:19]([C:20](O)=[O:21])=[CH:18][C:17]=2[NH:25][C:26]2[C:27]3[CH:35]=[CH:34][C:33]([CH:36]([CH3:38])[CH3:37])=[N:32][C:28]=3[N:29]=[CH:30][N:31]=2)=[CH:11][CH:10]=1)=[O:7])([CH3:4])([CH3:3])[CH3:2].[CH3:39][C@@H:40]([NH2:47])[C:41]1[CH:46]=[CH:45][CH:44]=[CH:43][CH:42]=1, predict the reaction product. (2) Given the reactants Br[C:2]1[CH:3]=[N:4][CH:5]=[C:6]([Br:8])[CH:7]=1.[NH:9]1[CH2:14][CH2:13][O:12][CH2:11][CH2:10]1.C(Cl)(Cl)Cl.O, predict the reaction product. The product is: [Br:8][C:6]1[CH:7]=[C:2]([N:9]2[CH2:14][CH2:13][O:12][CH2:11][CH2:10]2)[CH:3]=[N:4][CH:5]=1. (3) Given the reactants [NH2:1][C:2]1[CH:13]=[C:5]2[CH2:6][N:7]([C:10](=[O:12])[CH3:11])[CH2:8][CH2:9][N:4]2[N:3]=1.Br[C:15]1[C:16](=[O:23])[N:17]([CH3:22])[CH:18]=[C:19]([Br:21])[CH:20]=1.C(=O)([O-])[O-].[Cs+].[Cs+].CC1(C)C2C(=C(P(C3C=CC=CC=3)C3C=CC=CC=3)C=CC=2)OC2C(P(C3C=CC=CC=3)C3C=CC=CC=3)=CC=CC1=2, predict the reaction product. The product is: [C:10]([N:7]1[CH2:8][CH2:9][N:4]2[N:3]=[C:2]([NH:1][C:15]3[C:16](=[O:23])[N:17]([CH3:22])[CH:18]=[C:19]([Br:21])[CH:20]=3)[CH:13]=[C:5]2[CH2:6]1)(=[O:12])[CH3:11]. (4) Given the reactants Cl.[NH2+:2]1[CH2:7][CH2:6][CH2:5][C@@H:4]2[C:8]3[CH:9]=[CH:10][CH:11]=[CH:12][C:13]=3[CH2:14][C@@H:3]12.C(N(CC)CC)C.Br[CH2:23][CH2:24][CH3:25], predict the reaction product. The product is: [CH2:23]([N:2]1[CH2:7][CH2:6][CH2:5][C@@H:4]2[C:8]3[CH:9]=[CH:10][CH:11]=[CH:12][C:13]=3[CH2:14][C@@H:3]12)[CH2:24][CH3:25]. (5) Given the reactants [CH3:1][C:2]1[N:7]=[C:6]([C:8]2[CH:13]=[CH:12][N:11]3[C:14]([C:17]4[CH:18]=[C:19]([NH:23][C:24]([NH:26][CH2:27][C:28]([F:31])([F:30])[F:29])=[O:25])[CH:20]=[CH:21][CH:22]=4)=[CH:15][N:16]=[C:10]3[CH:9]=2)[CH:5]=[C:4]([N:32]2[CH2:37][CH2:36][N:35]([CH2:38][CH2:39][O:40]C3CCCCO3)[CH2:34][CH2:33]2)[N:3]=1.Cl, predict the reaction product. The product is: [OH:40][CH2:39][CH2:38][N:35]1[CH2:36][CH2:37][N:32]([C:4]2[N:3]=[C:2]([CH3:1])[N:7]=[C:6]([C:8]3[CH:13]=[CH:12][N:11]4[C:14]([C:17]5[CH:18]=[C:19]([NH:23][C:24]([NH:26][CH2:27][C:28]([F:29])([F:30])[F:31])=[O:25])[CH:20]=[CH:21][CH:22]=5)=[CH:15][N:16]=[C:10]4[CH:9]=3)[CH:5]=2)[CH2:33][CH2:34]1.